This data is from NCI-60 drug combinations with 297,098 pairs across 59 cell lines. The task is: Regression. Given two drug SMILES strings and cell line genomic features, predict the synergy score measuring deviation from expected non-interaction effect. (1) Drug 1: CCCS(=O)(=O)NC1=C(C(=C(C=C1)F)C(=O)C2=CNC3=C2C=C(C=N3)C4=CC=C(C=C4)Cl)F. Drug 2: C(CCl)NC(=O)N(CCCl)N=O. Cell line: HCT116. Synergy scores: CSS=6.04, Synergy_ZIP=0.317, Synergy_Bliss=2.16, Synergy_Loewe=-0.717, Synergy_HSA=-0.464. (2) Drug 1: CCC(=C(C1=CC=CC=C1)C2=CC=C(C=C2)OCCN(C)C)C3=CC=CC=C3.C(C(=O)O)C(CC(=O)O)(C(=O)O)O. Drug 2: C1CN1C2=NC(=NC(=N2)N3CC3)N4CC4. Cell line: UO-31. Synergy scores: CSS=24.3, Synergy_ZIP=-8.32, Synergy_Bliss=0.223, Synergy_Loewe=-8.62, Synergy_HSA=0.931. (3) Synergy scores: CSS=13.9, Synergy_ZIP=-1.07, Synergy_Bliss=3.10, Synergy_Loewe=-9.52, Synergy_HSA=-3.47. Drug 1: CS(=O)(=O)C1=CC(=C(C=C1)C(=O)NC2=CC(=C(C=C2)Cl)C3=CC=CC=N3)Cl. Cell line: SK-MEL-5. Drug 2: C1=CC(=CC=C1CC(C(=O)O)N)N(CCCl)CCCl.Cl. (4) Drug 1: CC1CCC2CC(C(=CC=CC=CC(CC(C(=O)C(C(C(=CC(C(=O)CC(OC(=O)C3CCCCN3C(=O)C(=O)C1(O2)O)C(C)CC4CCC(C(C4)OC)O)C)C)O)OC)C)C)C)OC. Drug 2: C1=CC=C(C(=C1)C(C2=CC=C(C=C2)Cl)C(Cl)Cl)Cl. Cell line: SR. Synergy scores: CSS=-0.0155, Synergy_ZIP=1.46, Synergy_Bliss=3.38, Synergy_Loewe=-1.20, Synergy_HSA=-1.42. (5) Drug 1: C1C(C(OC1N2C=NC(=NC2=O)N)CO)O. Drug 2: C(CN)CNCCSP(=O)(O)O. Cell line: SF-295. Synergy scores: CSS=1.05, Synergy_ZIP=2.04, Synergy_Bliss=-3.99, Synergy_Loewe=-9.81, Synergy_HSA=-3.53. (6) Drug 1: C1CC(C1)(C(=O)O)C(=O)O.[NH2-].[NH2-].[Pt+2]. Drug 2: C(CC(=O)O)C(=O)CN.Cl. Cell line: HS 578T. Synergy scores: CSS=1.10, Synergy_ZIP=-1.58, Synergy_Bliss=1.82, Synergy_Loewe=0.0513, Synergy_HSA=0.762.